From a dataset of Peptide-MHC class II binding affinity with 134,281 pairs from IEDB. Regression. Given a peptide amino acid sequence and an MHC pseudo amino acid sequence, predict their binding affinity value. This is MHC class II binding data. (1) The peptide sequence is EKKVFAATQFEPLAA. The MHC is HLA-DPA10201-DPB10101 with pseudo-sequence HLA-DPA10201-DPB10101. The binding affinity (normalized) is 0.916. (2) The peptide sequence is WIELKESWGAVWRID. The binding affinity (normalized) is 0.365. The MHC is DRB1_0401 with pseudo-sequence DRB1_0401.